Dataset: Catalyst prediction with 721,799 reactions and 888 catalyst types from USPTO. Task: Predict which catalyst facilitates the given reaction. (1) Reactant: Cl.[C:2]([C:4]1[CH:5]=[C:6]([C:15]([O:17][CH2:18][CH3:19])=[O:16])[C:7](=[CH:13][CH:14]=1)[C:8]([O:10][CH2:11][CH3:12])=[O:9])#[N:3].[H][H]. Product: [NH2:3][CH2:2][C:4]1[CH:5]=[C:6]([C:15]([O:17][CH2:18][CH3:19])=[O:16])[C:7](=[CH:13][CH:14]=1)[C:8]([O:10][CH2:11][CH3:12])=[O:9]. The catalyst class is: 29. (2) Reactant: [CH:1]1([C@@H:4]2[CH2:9][CH2:8][N:7](C(OCC3C=CC=CC=3)=O)[CH2:6][C@H:5]2[NH:20][P:21]([O:26][CH2:27][CH3:28])([O:23][CH2:24][CH3:25])=[O:22])[CH2:3][CH2:2]1.[H][H]. Product: [CH:1]1([C@@H:4]2[CH2:9][CH2:8][NH:7][CH2:6][C@H:5]2[NH:20][P:21](=[O:22])([O:23][CH2:24][CH3:25])[O:26][CH2:27][CH3:28])[CH2:2][CH2:3]1. The catalyst class is: 19. (3) Reactant: [O:1]=[C:2]1[C:10](=[C:11]2[C:19]3[C:14](=[CH:15][C:16]([CH2:20][CH2:21][CH2:22]OS(C)(=O)=O)=[CH:17][CH:18]=3)[CH2:13][O:12]2)[C:9]2[C:4](=[CH:5][CH:6]=[CH:7][CH:8]=2)[NH:3]1.[NH:28]1[CH2:33][CH2:32][O:31][CH2:30][CH2:29]1.O. Product: [N:28]1([CH2:22][CH2:21][CH2:20][C:16]2[CH:15]=[C:14]3[C:19](=[CH:18][CH:17]=2)[C:11](=[C:10]2[C:9]4[C:4](=[CH:5][CH:6]=[CH:7][CH:8]=4)[NH:3][C:2]2=[O:1])[O:12][CH2:13]3)[CH2:33][CH2:32][O:31][CH2:30][CH2:29]1. The catalyst class is: 3. (4) Product: [NH2:1][CH2:4][C@@H:5]([NH:14][C:15]1[CH:20]=[CH:19][C:18]([C:21]#[N:22])=[C:17]([Cl:23])[CH:16]=1)[CH2:6][C:7]([O:9][C:10]([CH3:11])([CH3:13])[CH3:12])=[O:8]. Reactant: [N:1]([CH2:4][C@@H:5]([NH:14][C:15]1[CH:20]=[CH:19][C:18]([C:21]#[N:22])=[C:17]([Cl:23])[CH:16]=1)[CH2:6][C:7]([O:9][C:10]([CH3:13])([CH3:12])[CH3:11])=[O:8])=[N+]=[N-]. The catalyst class is: 867.